Dataset: Merck oncology drug combination screen with 23,052 pairs across 39 cell lines. Task: Regression. Given two drug SMILES strings and cell line genomic features, predict the synergy score measuring deviation from expected non-interaction effect. (1) Drug 1: CC1CC2C3CCC4=CC(=O)C=CC4(C)C3(F)C(O)CC2(C)C1(O)C(=O)CO. Drug 2: C#Cc1cccc(Nc2ncnc3cc(OCCOC)c(OCCOC)cc23)c1. Cell line: SW837. Synergy scores: synergy=15.6. (2) Drug 1: CCN(CC)CCNC(=O)c1c(C)[nH]c(C=C2C(=O)Nc3ccc(F)cc32)c1C. Drug 2: O=C(O)C1(Cc2cccc(Nc3nccs3)n2)CCC(Oc2cccc(Cl)c2F)CC1. Cell line: NCIH23. Synergy scores: synergy=-7.52. (3) Drug 1: NC(=O)c1cccc2cn(-c3ccc(C4CCCNC4)cc3)nc12. Drug 2: CCc1c2c(nc3ccc(O)cc13)-c1cc3c(c(=O)n1C2)COC(=O)C3(O)CC. Cell line: SKMEL30. Synergy scores: synergy=24.9. (4) Cell line: MSTO. Drug 1: CC(=O)OC1C(=O)C2(C)C(O)CC3OCC3(OC(C)=O)C2C(OC(=O)c2ccccc2)C2(O)CC(OC(=O)C(O)C(NC(=O)c3ccccc3)c3ccccc3)C(C)=C1C2(C)C. Synergy scores: synergy=40.0. Drug 2: Cn1c(=O)n(-c2ccc(C(C)(C)C#N)cc2)c2c3cc(-c4cnc5ccccc5c4)ccc3ncc21. (5) Drug 1: CC(=O)OC1C(=O)C2(C)C(O)CC3OCC3(OC(C)=O)C2C(OC(=O)c2ccccc2)C2(O)CC(OC(=O)C(O)C(NC(=O)c3ccccc3)c3ccccc3)C(C)=C1C2(C)C. Drug 2: NC(=O)c1cccc2cn(-c3ccc(C4CCCNC4)cc3)nc12. Cell line: ES2. Synergy scores: synergy=-3.53. (6) Drug 1: CN(C)C(=N)N=C(N)N. Drug 2: CC1(c2nc3c(C(N)=O)cccc3[nH]2)CCCN1. Cell line: ES2. Synergy scores: synergy=-11.2. (7) Drug 1: O=C(NOCC(O)CO)c1ccc(F)c(F)c1Nc1ccc(I)cc1F. Drug 2: CC1(c2nc3c(C(N)=O)cccc3[nH]2)CCCN1. Cell line: NCIH2122. Synergy scores: synergy=-2.59. (8) Drug 2: CCc1cnn2c(NCc3ccc[n+]([O-])c3)cc(N3CCCCC3CCO)nc12. Drug 1: Cc1nc(Nc2ncc(C(=O)Nc3c(C)cccc3Cl)s2)cc(N2CCN(CCO)CC2)n1. Synergy scores: synergy=57.1. Cell line: MSTO.